From a dataset of Forward reaction prediction with 1.9M reactions from USPTO patents (1976-2016). Predict the product of the given reaction. Given the reactants [CH3:1][O:2][C:3]1[CH:8]=[CH:7][C:6]([C:9]2[C:10]([SH:15])=[N:11][CH:12]=[CH:13][CH:14]=2)=[CH:5][CH:4]=1.[H-].[Na+].Br[CH:19]1[CH2:22][CH2:21][CH2:20]1, predict the reaction product. The product is: [CH:19]1([S:15][C:10]2[C:9]([C:6]3[CH:5]=[CH:4][C:3]([O:2][CH3:1])=[CH:8][CH:7]=3)=[CH:14][CH:13]=[CH:12][N:11]=2)[CH2:22][CH2:21][CH2:20]1.